From a dataset of Forward reaction prediction with 1.9M reactions from USPTO patents (1976-2016). Predict the product of the given reaction. (1) Given the reactants [CH3:1][O:2][C:3]1[CH:8]=[CH:7][CH:6]=[CH:5][C:4]=1B(O)O.[NH2:12][C:13]1[N:14]=[C:15]([N:24]2[CH2:29][CH2:28][N:27]([C:30](=[O:40])[CH2:31][O:32][C:33]3[CH:38]=[CH:37][C:36]([Cl:39])=[CH:35][CH:34]=3)[CH2:26][CH2:25]2)[C:16]2[N:22]=[C:21](Cl)[CH:20]=[CH:19][C:17]=2[N:18]=1, predict the reaction product. The product is: [NH2:12][C:13]1[N:14]=[C:15]([N:24]2[CH2:25][CH2:26][N:27]([C:30](=[O:40])[CH2:31][O:32][C:33]3[CH:38]=[CH:37][C:36]([Cl:39])=[CH:35][CH:34]=3)[CH2:28][CH2:29]2)[C:16]2[N:22]=[C:21]([C:4]3[CH:5]=[CH:6][CH:7]=[CH:8][C:3]=3[O:2][CH3:1])[CH:20]=[CH:19][C:17]=2[N:18]=1. (2) The product is: [CH3:28][O:27][C:25](=[O:26])[CH2:24][CH2:23][CH2:22][S:14][C:12]1[O:13][C:9]([C:3]2[CH:4]=[CH:5][C:6]([Cl:8])=[CH:7][C:2]=2[Cl:1])=[N:10][N:11]=1. Given the reactants [Cl:1][C:2]1[CH:7]=[C:6]([Cl:8])[CH:5]=[CH:4][C:3]=1[C:9]1[O:13][C:12]([SH:14])=[N:11][N:10]=1.C(=O)([O-])[O-].[K+].[K+].Br[CH2:22][CH2:23][CH2:24][C:25]([O:27][CH3:28])=[O:26], predict the reaction product. (3) Given the reactants C(OC([N:8]1[CH2:13][CH2:12][N:11]([C:14]2[CH:19]=[CH:18][C:17]([C:20]3[CH:25]=[CH:24][C:23]([Cl:26])=[C:22]([N:27]4[CH2:37][C@@H:36]([CH3:38])[CH2:35][C@H:28]4[C:29]([NH:31][CH2:32][C:33]#[N:34])=[O:30])[CH:21]=3)=[CH:16][CH:15]=2)[CH2:10][CH2:9]1)=O)(C)(C)C.CS(O)(=O)=O.C([O-])(O)=O.[Na+], predict the reaction product. The product is: [Cl:26][C:23]1[CH:24]=[CH:25][C:20]([C:17]2[CH:16]=[CH:15][C:14]([N:11]3[CH2:10][CH2:9][NH:8][CH2:13][CH2:12]3)=[CH:19][CH:18]=2)=[CH:21][C:22]=1[N:27]1[CH2:37][C@@H:36]([CH3:38])[CH2:35][C@H:28]1[C:29]([NH:31][CH2:32][C:33]#[N:34])=[O:30]. (4) Given the reactants [NH2:1][C:2]1[CH:7]=[CH:6][CH:5]=[CH:4][CH:3]=1.C([O-])([O-])=O.[Cs+].[Cs+].Cl[C:15]1[N:20]=[CH:19][N:18]=[C:17]([NH:21][C:22]2[CH:27]=[CH:26][CH:25]=[C:24]([NH2:28])[N:23]=2)[CH:16]=1, predict the reaction product. The product is: [NH2:28][C:24]1[N:23]=[C:22]([NH:21][C:17]2[CH:16]=[C:15]([NH:1][C:2]3[CH:7]=[CH:6][CH:5]=[CH:4][CH:3]=3)[N:20]=[CH:19][N:18]=2)[CH:27]=[CH:26][CH:25]=1. (5) Given the reactants [NH2:1][C:2]1[N:7]=[CH:6][C:5]([C:8]2[N:9]=[C:10]([N:20]3[CH2:25][CH2:24][O:23][CH2:22][CH2:21]3)[C:11]3[S:16][C:15]([C:17]([OH:19])=O)=[CH:14][C:12]=3[N:13]=2)=[CH:4][N:3]=1.Cl.[CH3:27][NH2:28], predict the reaction product. The product is: [NH2:1][C:2]1[N:3]=[CH:4][C:5]([C:8]2[N:9]=[C:10]([N:20]3[CH2:21][CH2:22][O:23][CH2:24][CH2:25]3)[C:11]3[S:16][C:15]([C:17]([NH:28][CH3:27])=[O:19])=[CH:14][C:12]=3[N:13]=2)=[CH:6][N:7]=1.